Dataset: Full USPTO retrosynthesis dataset with 1.9M reactions from patents (1976-2016). Task: Predict the reactants needed to synthesize the given product. (1) Given the product [CH3:1][O:2][C:3](=[O:22])[CH2:4][C:5]1[CH:10]=[CH:9][C:8]([CH:11]2[CH2:12][CH2:13]2)=[C:7]([OH:14])[CH:6]=1, predict the reactants needed to synthesize it. The reactants are: [CH3:1][O:2][C:3](=[O:22])[CH2:4][C:5]1[CH:10]=[CH:9][C:8]([CH:11]2[CH2:13][CH2:12]2)=[C:7]([O:14][Si](C(C)(C)C)(C)C)[CH:6]=1.CCCC[N+](CCCC)(CCCC)CCCC.[F-].Cl. (2) Given the product [Cl:35][C:8]1[CH:7]=[C:6]([CH:11]=[C:10]([Cl:12])[C:9]=1[C:13]1[NH:17][C:16]2[CH:18]=[C:19]([C:22](=[O:34])[NH:23][C:24]3[CH:33]=[CH:32][C:31]4[C:26](=[CH:27][CH:28]=[CH:29][CH:30]=4)[N:25]=3)[CH:20]=[CH:21][C:15]=2[N:14]=1)[O:5][CH2:4][C:3]([OH:36])=[O:2], predict the reactants needed to synthesize it. The reactants are: C[O:2][C:3](=[O:36])[CH2:4][O:5][C:6]1[CH:11]=[C:10]([Cl:12])[C:9]([C:13]2[NH:17][C:16]3[CH:18]=[C:19]([C:22](=[O:34])[NH:23][C:24]4[CH:33]=[CH:32][C:31]5[C:26](=[CH:27][CH:28]=[CH:29][CH:30]=5)[N:25]=4)[CH:20]=[CH:21][C:15]=3[N:14]=2)=[C:8]([Cl:35])[CH:7]=1.[OH-].[Na+].Cl. (3) Given the product [F:1][C:2]1[CH:23]=[CH:22][CH:21]=[CH:20][C:3]=1[CH2:4][N:5]1[C:9]2=[N:10][C:11]([NH:14][C:15]3[CH:19]=[N:18][N:17]([C:31](=[O:33])[CH3:32])[CH:16]=3)=[N:12][CH:13]=[C:8]2[CH:7]=[N:6]1, predict the reactants needed to synthesize it. The reactants are: [F:1][C:2]1[CH:23]=[CH:22][CH:21]=[CH:20][C:3]=1[CH2:4][N:5]1[C:9]2=[N:10][C:11]([NH:14][C:15]3[CH:16]=[N:17][NH:18][CH:19]=3)=[N:12][CH:13]=[C:8]2[CH:7]=[N:6]1.C(N(CC)CC)C.[C:31](Cl)(=[O:33])[CH3:32]. (4) Given the product [CH:12]([N:15]1[CH2:20][CH2:19][N:18]([CH2:8][C:7]2[CH:10]=[CH:11][C:4]([N+:1]([O-:3])=[O:2])=[CH:5][CH:6]=2)[CH2:17][CH2:16]1)([CH3:14])[CH3:13], predict the reactants needed to synthesize it. The reactants are: [N+:1]([C:4]1[CH:11]=[CH:10][C:7]([CH2:8]Cl)=[CH:6][CH:5]=1)([O-:3])=[O:2].[CH:12]([N:15]1[CH2:20][CH2:19][NH:18][CH2:17][CH2:16]1)([CH3:14])[CH3:13].C(=O)([O-])[O-].[K+].[K+]. (5) Given the product [CH:1]1[C:10]2[C:5](=[CH:6][CH:7]=[CH:8][CH:9]=2)[CH:4]=[CH:3][C:2]=1[CH2:11][N:12]([C:13]1[CH:18]=[CH:17][CH:16]=[C:15]([C:19]2[NH:23][N:22]=[N:21][N:20]=2)[CH:14]=1)[C:24](=[O:29])[CH2:25][CH2:26][CH2:27][CH3:28], predict the reactants needed to synthesize it. The reactants are: [CH:1]1[C:10]2[C:5](=[CH:6][CH:7]=[CH:8][CH:9]=2)[CH:4]=[CH:3][C:2]=1[CH2:11][NH:12][C:13]1[CH:18]=[CH:17][CH:16]=[C:15]([C:19]2[NH:23][N:22]=[N:21][N:20]=2)[CH:14]=1.[C:24](Cl)(=[O:29])[CH2:25][CH2:26][CH2:27][CH3:28]. (6) Given the product [C:8]([S:16][C@H:17]1[CH2:21][CH2:20][N:19]([CH:23]2[CH2:22][C:30]3[C:25](=[CH:26][CH:27]=[CH:28][CH:29]=3)[CH2:24]2)[CH2:18]1)(=[O:15])[C:9]1[CH:10]=[CH:11][CH:12]=[CH:13][CH:14]=1, predict the reactants needed to synthesize it. The reactants are: FC(F)(F)C(O)=O.[C:8]([S:16][C@H:17]1[CH2:21][CH2:20][NH:19][CH2:18]1)(=[O:15])[C:9]1[CH:14]=[CH:13][CH:12]=[CH:11][CH:10]=1.[CH2:22]1[C:30]2[C:25](=[CH:26][CH:27]=[CH:28][CH:29]=2)[CH2:24][C:23]1=O.